From a dataset of Forward reaction prediction with 1.9M reactions from USPTO patents (1976-2016). Predict the product of the given reaction. (1) Given the reactants [OH:1][CH:2]1[CH2:6][CH2:5][N:4]([C:7]([O:9][CH2:10][C:11]2[CH:16]=[CH:15][CH:14]=[CH:13][CH:12]=2)=[O:8])[CH2:3]1.[H-].[Na+].Br[CH2:20][CH2:21][O:22][CH2:23][C:24]1[CH:29]=[CH:28][CH:27]=[CH:26][CH:25]=1, predict the reaction product. The product is: [CH2:23]([O:22][CH2:21][CH2:20][O:1][CH:2]1[CH2:6][CH2:5][N:4]([C:7]([O:9][CH2:10][C:11]2[CH:16]=[CH:15][CH:14]=[CH:13][CH:12]=2)=[O:8])[CH2:3]1)[C:24]1[CH:29]=[CH:28][CH:27]=[CH:26][CH:25]=1. (2) Given the reactants [N:1]1([S:11]([C:14]2[CH:15]=[C:16]([N:20]3[C:25](=[O:26])[C:24]4=[C:27](C(OC)=O)[S:28][CH:29]=[C:23]4[NH:22][C:21]3=[O:34])[CH:17]=[CH:18][CH:19]=2)(=[O:13])=[O:12])[C:10]2[C:5](=[CH:6][CH:7]=[CH:8][CH:9]=2)[CH2:4][CH2:3][CH2:2]1.[CH3:35][Mg]Br.C([O:40][CH2:41][CH3:42])C, predict the reaction product. The product is: [N:1]1([S:11]([C:14]2[CH:15]=[C:16]([N:20]3[C:25](=[O:26])[C:24]4=[C:27]([C:41]([OH:40])([CH3:42])[CH3:35])[S:28][CH:29]=[C:23]4[NH:22][C:21]3=[O:34])[CH:17]=[CH:18][CH:19]=2)(=[O:13])=[O:12])[C:10]2[C:5](=[CH:6][CH:7]=[CH:8][CH:9]=2)[CH2:4][CH2:3][CH2:2]1. (3) The product is: [ClH:29].[F:28][C:23]1[CH:24]=[CH:25][CH:26]=[CH:27][C:22]=1[C:17]1[C:18]2[C:19]3[CH2:20][CH2:21][NH:8][CH2:9][CH2:10][C:11]=3[NH:12][C:13]=2[CH:14]=[CH:15][CH:16]=1. Given the reactants C([N:8]1[CH2:21][CH2:20][C:19]2[C:18]3[C:17]([C:22]4[CH:27]=[CH:26][CH:25]=[CH:24][C:23]=4[F:28])=[CH:16][CH:15]=[CH:14][C:13]=3[NH:12][C:11]=2[CH2:10][CH2:9]1)C1C=CC=CC=1.[ClH:29], predict the reaction product. (4) Given the reactants CS(C)=O.[F:5][C:6]1[CH:7]=[C:8]([CH:17]=[CH:18][C:19]=1/[CH:20]=[CH:21]/[N+:22]([O-:24])=[O:23])[O:9][CH2:10][C:11]1[CH:16]=[CH:15][CH:14]=[CH:13][N:12]=1.C(O)(=O)C.[BH4-].[Na+], predict the reaction product. The product is: [F:5][C:6]1[CH:7]=[C:8]([CH:17]=[CH:18][C:19]=1[CH2:20][CH2:21][N+:22]([O-:24])=[O:23])[O:9][CH2:10][C:11]1[CH:16]=[CH:15][CH:14]=[CH:13][N:12]=1. (5) Given the reactants [Cl:1][C:2]1[CH:3]=[CH:4][C:5]([C:24](OC)=[O:25])=[C:6]2[C:10]=1[N:9]=[C:8]1[N:11]([C:15]3[CH:20]=[CH:19][C:18]([O:21][CH3:22])=[CH:17][C:16]=3[Cl:23])[CH2:12][CH2:13][CH2:14][N:7]21.[BH4-].[Li+].[Li], predict the reaction product. The product is: [Cl:1][C:2]1[C:10]2[N:9]=[C:8]3[N:11]([C:15]4[CH:20]=[CH:19][C:18]([O:21][CH3:22])=[CH:17][C:16]=4[Cl:23])[CH2:12][CH2:13][CH2:14][N:7]3[C:6]=2[C:5]([CH2:24][OH:25])=[CH:4][CH:3]=1. (6) Given the reactants Br[C:2]1[C:3]2[N:4]([CH:9]=[CH:10][N:11]=2)[N:5]=[C:6]([Cl:8])[CH:7]=1.[C:12]([CH:16]1[CH2:20][CH2:19][N:18]([C:21]2[N:26]=[C:25]([NH2:27])[CH:24]=[CH:23][CH:22]=2)[CH2:17]1)([CH3:15])([CH3:14])[CH3:13].C1C=CC(P(C2C(C3C(P(C4C=CC=CC=4)C4C=CC=CC=4)=CC=C4C=3C=CC=C4)=C3C(C=CC=C3)=CC=2)C2C=CC=CC=2)=CC=1.C([O-])([O-])=O.[Cs+].[Cs+], predict the reaction product. The product is: [C:12]([CH:16]1[CH2:20][CH2:19][N:18]([C:21]2[N:26]=[C:25]([NH:27][C:2]3[C:3]4[N:4]([CH:9]=[CH:10][N:11]=4)[N:5]=[C:6]([Cl:8])[CH:7]=3)[CH:24]=[CH:23][CH:22]=2)[CH2:17]1)([CH3:15])([CH3:13])[CH3:14].